This data is from Reaction yield outcomes from USPTO patents with 853,638 reactions. The task is: Predict the reaction yield, written as a fraction of the theoretical maximum amount of product (1.0 means a 100% yield; for example, 0.34 means a 34% yield). (1) The reactants are [N:1]1[NH:2][N:3]=[N:4][C:5]=1[CH:6]1[CH2:11][O:10][CH2:9][CH2:8][N:7]1[C:12]([O:14][C:15]([CH3:18])([CH3:17])[CH3:16])=[O:13].CC(C)([O-])C.[Na+].F[B-](F)(F)F.[Cl:30][C:31]1[CH:32]=[C:33]([I+][C:33]2[CH:34]=[CH:35][CH:36]=[C:31]([Cl:30])[CH:32]=2)[CH:34]=[CH:35][CH:36]=1. The catalyst is C(O)(C)(C)C.C1C=CC(/C=C/C(/C=C/C2C=CC=CC=2)=O)=CC=1.C1C=CC(/C=C/C(/C=C/C2C=CC=CC=2)=O)=CC=1.C1C=CC(/C=C/C(/C=C/C2C=CC=CC=2)=O)=CC=1.[Pd].[Pd].C1([C@@H]2C[C@H]2C([O-])=O)C=CC=CC=1.[Cu+2].C1([C@@H]2C[C@H]2C([O-])=O)C=CC=CC=1.C1C=CC(P(C2C(C3C(P(C4C=CC=CC=4)C4C=CC=CC=4)=CC=C4C=3C=CC=C4)=C3C(C=CC=C3)=CC=2)C2C=CC=CC=2)=CC=1. The product is [Cl:30][C:31]1[CH:36]=[C:35]([N:3]2[N:2]=[N:1][C:5]([CH:6]3[CH2:11][O:10][CH2:9][CH2:8][N:7]3[C:12]([O:14][C:15]([CH3:18])([CH3:17])[CH3:16])=[O:13])=[N:4]2)[CH:34]=[CH:33][CH:32]=1. The yield is 0.837. (2) The reactants are [NH2:1][C@@H:2]1[CH2:6][CH2:5][N:4]([C:7]([C:9]2[CH:10]=[C:11]([CH:24]=[CH:25][C:26]=2[F:27])[CH2:12][C:13]2[C:22]3[C:17](=[CH:18][CH:19]=[CH:20][CH:21]=3)[C:16](=[O:23])[NH:15][N:14]=2)=[O:8])[CH2:3]1.C(O[C:31]1(O[Si](C)(C)C)[CH2:33][CH2:32]1)C.C(O[BH-](OC(=O)C)OC(=O)C)(=O)C.[Na+]. No catalyst specified. The product is [CH:31]1([NH:1][C@@H:2]2[CH2:6][CH2:5][N:4]([C:7]([C:9]3[CH:10]=[C:11]([CH:24]=[CH:25][C:26]=3[F:27])[CH2:12][C:13]3[C:22]4[C:17](=[CH:18][CH:19]=[CH:20][CH:21]=4)[C:16](=[O:23])[NH:15][N:14]=3)=[O:8])[CH2:3]2)[CH2:33][CH2:32]1. The yield is 0.650. (3) The reactants are [Cl:1][C:2]1[N:7]=[C:6]([NH:8]C(=O)C(C)(C)C)[CH:5]=[CH:4][C:3]=1[CH3:15].C([O-])(O)=O.[Na+]. The catalyst is Cl. The product is [Cl:1][C:2]1[N:7]=[C:6]([NH2:8])[CH:5]=[CH:4][C:3]=1[CH3:15]. The yield is 0.360. (4) The reactants are [CH:1]1([NH:4][C:5]([NH:7][C:8]2[CH:13]=[CH:12][C:11]([O:14][C:15]3[CH:20]=[CH:19][N:18]=[C:17]4[CH:21]=[C:22]([C:24]5[CH:29]=[CH:28][C:27]([CH2:30][N:31]6[CH2:36][CH2:35][NH:34][CH2:33][CH2:32]6)=[CH:26][N:25]=5)[S:23][C:16]=34)=[C:10]([F:37])[CH:9]=2)=[O:6])[CH2:3][CH2:2]1.N1C=CC=CC=1.[C:44](Cl)(=[O:55])[O:45][C:46]1[CH:51]=[CH:50][C:49]([N+:52]([O-:54])=[O:53])=[CH:48][CH:47]=1. The catalyst is CN(C=O)C.[NH4+].[Cl-]. The product is [CH:1]1([NH:4][C:5](=[O:6])[NH:7][C:8]2[CH:13]=[CH:12][C:11]([O:14][C:15]3[CH:20]=[CH:19][N:18]=[C:17]4[CH:21]=[C:22]([C:24]5[N:25]=[CH:26][C:27]([CH2:30][N:31]6[CH2:32][CH2:33][N:34]([C:44]([O:45][C:46]7[CH:47]=[CH:48][C:49]([N+:52]([O-:54])=[O:53])=[CH:50][CH:51]=7)=[O:55])[CH2:35][CH2:36]6)=[CH:28][CH:29]=5)[S:23][C:16]=34)=[C:10]([F:37])[CH:9]=2)[CH2:3][CH2:2]1. The yield is 0.640. (5) The reactants are [F:1][C:2]1[CH:7]=[C:6]([OH:8])[CH:5]=[CH:4][C:3]=1[N+:9]([O-:11])=[O:10].C(=O)([O-])[O-].[Cs+].[Cs+].[CH2:18](Br)[C:19]1[CH:24]=[CH:23][CH:22]=[CH:21][CH:20]=1. The catalyst is CN(C)C=O.O.[I-]. The product is [CH2:18]([O:8][C:6]1[CH:5]=[CH:4][C:3]([N+:9]([O-:11])=[O:10])=[C:2]([F:1])[CH:7]=1)[C:19]1[CH:24]=[CH:23][CH:22]=[CH:21][CH:20]=1. The yield is 0.970. (6) The reactants are [NH:1]1[C:5]2=[N:6][CH:7]=[CH:8][CH:9]=[C:4]2[C:3]([C:10]([OH:12])=[O:11])=[N:2]1.[CH3:13]O. The catalyst is OS(O)(=O)=O. The product is [NH:1]1[C:5]2=[N:6][CH:7]=[CH:8][CH:9]=[C:4]2[C:3]([C:10]([O:12][CH3:13])=[O:11])=[N:2]1. The yield is 0.900. (7) The reactants are [OH-].[K+].[CH3:3][CH2:4][OH:5].Cl[C:7]1[N:12]=[CH:11][C:10]([C:13]([OH:15])=[O:14])=[CH:9][CH:8]=1.Cl. The catalyst is CS(C)=O. The product is [CH2:4]([O:5][C:7]1[N:12]=[CH:11][C:10]([C:13]([OH:15])=[O:14])=[CH:9][CH:8]=1)[CH3:3]. The yield is 0.710. (8) The reactants are [F:1][C:2]1([F:16])[CH2:7][CH2:6][C@@:5]([C:9]2[N:13]([CH3:14])[N:12]=[CH:11][CH:10]=2)(O)[C@H:4]([OH:15])[CH2:3]1.C(OC)(OC)(OC)C.[Br-].[Li+].C(Br)(=O)C.C(=O)([O-])[O-].[K+].[K+]. The catalyst is ClCCl.C1(C)C=CC(S(O)(=O)=O)=CC=1.O. The product is [F:1][C:2]1([F:16])[CH2:3][C@H:4]2[C@:5]([C:9]3[N:13]([CH3:14])[N:12]=[CH:11][CH:10]=3)([O:15]2)[CH2:6][CH2:7]1. The yield is 0.700. (9) The reactants are [I:1][C:2]1[C:6]([C:7]([O:9]CC)=[O:8])=[CH:5][N:4]([CH:12]2[CH2:17][CH2:16][CH2:15][CH2:14][O:13]2)[N:3]=1.[Li+].[OH-].Cl. The catalyst is C1COCC1.CO.O. The product is [I:1][C:2]1[C:6]([C:7]([OH:9])=[O:8])=[CH:5][N:4]([CH:12]2[CH2:17][CH2:16][CH2:15][CH2:14][O:13]2)[N:3]=1. The yield is 0.760.